Dataset: Forward reaction prediction with 1.9M reactions from USPTO patents (1976-2016). Task: Predict the product of the given reaction. Given the reactants [CH3:1][C:2]1([CH3:15])[O:6][C@H:5]([C:7](Cl)=[N:8]OS(C)(=O)=O)[CH2:4][O:3]1.[S-:16][C:17]#[N:18].[Na+].N1C=CC=CC=1.[CH3:26][C:27]1[C:32]([O:33][C:34]2[C:35]([NH2:47])=[N:36][CH:37]=[C:38]([S:40][C:41]3[CH:46]=[CH:45][CH:44]=[CH:43][N:42]=3)[CH:39]=2)=[CH:31][CH:30]=[CH:29][N:28]=1, predict the reaction product. The product is: [CH3:15][C:2]1([CH3:1])[O:6][C@H:5]([C:7]2[N:18]=[C:17]([NH:47][C:35]3[C:34]([O:33][C:32]4[C:27]([CH3:26])=[N:28][CH:29]=[CH:30][CH:31]=4)=[CH:39][C:38]([S:40][C:41]4[CH:46]=[CH:45][CH:44]=[CH:43][N:42]=4)=[CH:37][N:36]=3)[S:16][N:8]=2)[CH2:4][O:3]1.